This data is from Full USPTO retrosynthesis dataset with 1.9M reactions from patents (1976-2016). The task is: Predict the reactants needed to synthesize the given product. Given the product [C:23]([O:22][C:20]([N:12]([CH2:10][C:3]1[CH:4]=[C:5]([O:8][CH3:9])[CH:6]=[CH:7][C:2]=1[Br:1])[C:13]([O:15][C:16]([CH3:19])([CH3:18])[CH3:17])=[O:14])=[O:21])([CH3:26])([CH3:25])[CH3:24], predict the reactants needed to synthesize it. The reactants are: [Br:1][C:2]1[CH:7]=[CH:6][C:5]([O:8][CH3:9])=[CH:4][C:3]=1[CH2:10]Br.[NH:12]([C:20]([O:22][C:23]([CH3:26])([CH3:25])[CH3:24])=[O:21])[C:13]([O:15][C:16]([CH3:19])([CH3:18])[CH3:17])=[O:14].[K].